This data is from CYP2C19 inhibition data for predicting drug metabolism from PubChem BioAssay. The task is: Regression/Classification. Given a drug SMILES string, predict its absorption, distribution, metabolism, or excretion properties. Task type varies by dataset: regression for continuous measurements (e.g., permeability, clearance, half-life) or binary classification for categorical outcomes (e.g., BBB penetration, CYP inhibition). Dataset: cyp2c19_veith. (1) The compound is CN(C)c1ccnc(Oc2ccc(Cl)cc2)c1C#N. The result is 1 (inhibitor). (2) The drug is Cl.NCCCCCc1nnc(SCc2ccccc2Cl)o1. The result is 1 (inhibitor). (3) The compound is Cc1noc(C)c1-c1ccc2ncnc(Nc3ccccc3)c2c1. The result is 0 (non-inhibitor).